Dataset: Forward reaction prediction with 1.9M reactions from USPTO patents (1976-2016). Task: Predict the product of the given reaction. (1) The product is: [CH3:24][N:25]([C:12]1[CH:13]=[CH:14][C:15]([N:18]2[CH2:19][CH2:20][O:21][CH2:22][CH2:23]2)=[CH:16][CH:17]=1)[C:28]1[N:27]=[CH:26][CH:31]=[C:30]2[C:29]=1[CH:13]=[CH:14][CH:15]=[N:18]2. Given the reactants ClC1N=C([C:12]2[CH:17]=[CH:16][C:15]([N:18]3[CH2:23][CH2:22][O:21][CH2:20][CH2:19]3)=[CH:14][CH:13]=2)C=C2C=1C=CC=N2.[CH3:24][NH2:25].[CH3:26][N:27]1[CH2:31][CH2:30][CH2:29][C:28]1=O, predict the reaction product. (2) Given the reactants C([O:9][CH2:10][CH2:11][N:12]1[C:20]2[C:19](Cl)=[N:18][CH:17]=[N:16][C:15]=2[CH:14]=[CH:13]1)(=O)C1C=CC=CC=1.[NH2:22][C:23]1[CH:39]=[CH:38][C:26]([O:27][C:28]2[CH:36]=[C:35]3[C:31]([CH2:32][CH2:33][C:34]3=[O:37])=[CH:30][CH:29]=2)=[C:25]([Cl:40])[CH:24]=1.C(=O)([O-])O.[Na+].[OH-].[Na+], predict the reaction product. The product is: [Cl:40][C:25]1[CH:24]=[C:23]([NH:22][C:19]2[C:20]3[N:12]([CH2:11][CH2:10][OH:9])[CH:13]=[CH:14][C:15]=3[N:16]=[CH:17][N:18]=2)[CH:39]=[CH:38][C:26]=1[O:27][C:28]1[CH:36]=[C:35]2[C:31]([CH2:32][CH2:33][C:34]2=[O:37])=[CH:30][CH:29]=1.